This data is from Full USPTO retrosynthesis dataset with 1.9M reactions from patents (1976-2016). The task is: Predict the reactants needed to synthesize the given product. (1) Given the product [CH3:19][O:20][C:21]1[CH:28]=[CH:27][C:24]([CH2:25][O:1][C:2]2[CH:3]=[C:4]([CH2:8][NH:9][C:10](=[O:18])[C:11]3[CH:16]=[CH:15][CH:14]=[N:13][C:12]=3[NH2:17])[CH:5]=[CH:6][CH:7]=2)=[CH:23][CH:22]=1, predict the reactants needed to synthesize it. The reactants are: [OH:1][C:2]1[CH:3]=[C:4]([CH2:8][NH:9][C:10](=[O:18])[C:11]2[CH:16]=[CH:15][CH:14]=[N:13][C:12]=2[NH2:17])[CH:5]=[CH:6][CH:7]=1.[CH3:19][O:20][C:21]1[CH:28]=[CH:27][C:24]([CH2:25]Cl)=[CH:23][CH:22]=1.C(=O)([O-])[O-].[Cs+].[Cs+].CN(C=O)C. (2) The reactants are: [CH:1]1([CH2:6][CH2:7][CH2:8][OH:9])[CH2:5][CH2:4][CH2:3][CH2:2]1.C(N(CC)CC)C.[Br:17][C:18]1[CH:23]=[CH:22][C:21]([S:24](Cl)(=[O:26])=[O:25])=[CH:20][CH:19]=1. Given the product [Br:17][C:18]1[CH:23]=[CH:22][C:21]([S:24]([O:9][CH2:8][CH2:7][CH2:6][CH:1]2[CH2:5][CH2:4][CH2:3][CH2:2]2)(=[O:26])=[O:25])=[CH:20][CH:19]=1, predict the reactants needed to synthesize it. (3) Given the product [C:50]([O:54][C:55](=[O:56])[NH:58][CH:9]1[CH2:10][CH2:11][CH:12]([NH:15][C:16](=[O:17])[C:18]2[CH:33]=[C:32]([O:34][C:35]3[CH:36]=[CH:37][C:38]([C:41]#[N:42])=[CH:39][CH:40]=3)[CH:31]=[C:20]([O:21][C:22]3[CH:30]=[CH:29][C:25]([C:49](=[O:62])[NH2:44])=[CH:24][CH:23]=3)[CH:19]=2)[CH2:13][CH2:14]1)([CH3:53])([CH3:52])[CH3:51], predict the reactants needed to synthesize it. The reactants are: C(OC(N[CH:9]1[CH2:14][CH2:13][CH:12]([NH:15][C:16]([C:18]2[CH:19]=[C:20]([CH:31]=[C:32]([O:34][C:35]3[CH:40]=[CH:39][C:38]([C:41]#[N:42])=[CH:37][CH:36]=3)[CH:33]=2)[O:21][C:22]2[CH:30]=[CH:29][C:25](C(O)=O)=[CH:24][CH:23]=2)=[O:17])[CH2:11][CH2:10]1)=O)(C)(C)C.C[N:44]1[CH2:49]COCC1.[C:50]([O:54][C:55](Cl)=[O:56])([CH3:53])([CH3:52])[CH3:51].[NH3:58].C1C[O:62]CC1. (4) Given the product [CH3:9][C:1]1[CH:6]=[CH:5][CH:4]=[CH:3][C:2]=1[NH:7][NH:8][C:18]([C:20]12[CH2:29][CH:24]3[CH2:23][CH:22]([CH2:28][CH:26]([CH2:25]3)[CH2:27]1)[CH2:21]2)=[O:19], predict the reactants needed to synthesize it. The reactants are: [C:1]1([CH3:9])[CH:6]=[CH:5][CH:4]=[CH:3][C:2]=1[NH:7][NH2:8].C(N(CC)CC)C.Cl[C:18]([C:20]12[CH2:29][CH:24]3[CH2:25][CH:26]([CH2:28][CH:22]([CH2:23]3)[CH2:21]1)[CH2:27]2)=[O:19].C([O-])(=O)C.[NH4+]. (5) Given the product [CH3:1][S:2]([C:5]1[CH:6]=[CH:7][C:8]([O:9][CH2:10][C:11]2[CH:16]=[CH:15][C:14]([CH:17]3[CH2:22][CH2:21][N:20]([C:23](=[O:24])[CH2:32][C:33]([CH3:39])([CH3:38])[CH3:34])[CH2:19][CH2:18]3)=[CH:13][N:12]=2)=[CH:30][CH:31]=1)(=[O:3])=[O:4], predict the reactants needed to synthesize it. The reactants are: [CH3:1][S:2]([C:5]1[CH:31]=[CH:30][C:8]([O:9][CH2:10][C:11]2[CH:16]=[CH:15][C:14]([CH:17]3[CH2:22][CH2:21][N:20]([C:23](OC(C)(C)C)=[O:24])[CH2:19][CH2:18]3)=[CH:13][N:12]=2)=[CH:7][CH:6]=1)(=[O:4])=[O:3].[CH3:32][C:33]([CH3:39])([CH3:38])[CH2:34]C(Cl)=O. (6) The reactants are: [F:1][C:2]1[CH:3]=[C:4]([CH:29]=[CH:30][CH:31]=1)[O:5][C:6]1[CH:28]=[CH:27][C:9]([O:10][C:11]2[N:19]=[CH:18][C:17]([NH:20][CH:21]3[CH2:26][CH2:25][NH:24][CH2:23][CH2:22]3)=[CH:16][C:12]=2[C:13]([NH2:15])=[O:14])=[CH:8][CH:7]=1.C(N(CC)C(C)C)(C)C.[C:41](Cl)(=[O:45])/[CH:42]=[CH:43]/[CH3:44]. Given the product [C:41]([N:24]1[CH2:23][CH2:22][CH:21]([NH:20][C:17]2[CH:18]=[N:19][C:11]([O:10][C:9]3[CH:27]=[CH:28][C:6]([O:5][C:4]4[CH:29]=[CH:30][CH:31]=[C:2]([F:1])[CH:3]=4)=[CH:7][CH:8]=3)=[C:12]([CH:16]=2)[C:13]([NH2:15])=[O:14])[CH2:26][CH2:25]1)(=[O:45])/[CH:42]=[CH:43]/[CH3:44], predict the reactants needed to synthesize it. (7) The reactants are: [Cl:1][C:2]1[C:7]([Cl:8])=[C:6]([C:9]([NH:11][CH2:12][C:13]23[CH2:22][CH:17]4[CH2:18][CH:19]([CH2:21][CH:15]([CH2:16]4)[CH2:14]2)[CH2:20]3)=[O:10])[CH:5]=[CH:4][N:3]=1.C(OC([N:30]1[CH2:35][CH2:34][NH:33][CH2:32][CH2:31]1)=O)(C)(C)C.Cl. Given the product [ClH:1].[Cl:8][C:7]1[C:2]([N:30]2[CH2:35][CH2:34][NH:33][CH2:32][CH2:31]2)=[N:3][CH:4]=[CH:5][C:6]=1[C:9]([NH:11][CH2:12][C:13]12[CH2:20][CH:19]3[CH2:21][CH:15]([CH2:16][CH:17]([CH2:18]3)[CH2:22]1)[CH2:14]2)=[O:10], predict the reactants needed to synthesize it. (8) Given the product [S:28]=[C:26]1[S:27][C:23]([NH:22][C:19](=[O:21])[CH2:18][CH2:17][CH2:16][CH2:15][CH2:14][CH2:13][C:11]([C:2]2[CH:1]=[CH:10][C:5]([C:6]3[CH:7]=[CH:8][CH:9]=[CH:30][CH:29]=3)=[CH:4][CH:3]=2)=[O:12])=[N:24][NH:25]1, predict the reactants needed to synthesize it. The reactants are: [CH:1]1[C:10]2[C:5](=[CH:6][CH:7]=[CH:8][CH:9]=2)[CH:4]=[CH:3][C:2]=1[C:11]([CH2:13][CH2:14][CH2:15][CH2:16][CH2:17][CH2:18][C:19]([OH:21])=O)=[O:12].[NH2:22][C:23]1[S:27][C:26]([SH:28])=[N:25][N:24]=1.[C:29]1(N)C=CC=C[C:30]=1N. (9) Given the product [CH2:1]([C:3]1[O:4][C:5]2[CH:11]=[C:10]([C:12]([NH:66][C:63]3[CH:62]=[CH:61][C:60]([CH3:59])=[CH:65][N:64]=3)=[O:14])[CH:9]=[C:8]([O:15][C:16]3[CH:17]=[CH:18][C:19]([S:22]([CH3:25])(=[O:24])=[O:23])=[CH:20][CH:21]=3)[C:6]=2[CH:7]=1)[CH3:2], predict the reactants needed to synthesize it. The reactants are: [CH2:1]([C:3]1[O:4][C:5]2[CH:11]=[C:10]([C:12]([OH:14])=O)[CH:9]=[C:8]([O:15][C:16]3[CH:21]=[CH:20][C:19]([S:22]([CH3:25])(=[O:24])=[O:23])=[CH:18][CH:17]=3)[C:6]=2[CH:7]=1)[CH3:2].CN(C(ON1N=NC2C=CC=NC1=2)=[N+](C)C)C.F[P-](F)(F)(F)(F)F.CCN(C(C)C)C(C)C.[CH3:59][C:60]1[CH:61]=[CH:62][C:63]([NH2:66])=[N:64][CH:65]=1.